This data is from Catalyst prediction with 721,799 reactions and 888 catalyst types from USPTO. The task is: Predict which catalyst facilitates the given reaction. (1) Reactant: C(OC(=O)[NH:7][CH:8]([CH2:26][C:27]1[CH:32]=[CH:31][C:30]([Cl:33])=[CH:29][CH:28]=1)[C:9](=[O:25])[N:10]1[CH2:15][CH2:14][N:13]([C:16]2[C:17]3[NH:24][CH:23]=[CH:22][C:18]=3[N:19]=[CH:20][N:21]=2)[CH2:12][CH2:11]1)(C)(C)C.[ClH:35]. Product: [ClH:33].[ClH:35].[NH2:7][CH:8]([CH2:26][C:27]1[CH:32]=[CH:31][C:30]([Cl:33])=[CH:29][CH:28]=1)[C:9]([N:10]1[CH2:15][CH2:14][N:13]([C:16]2[C:17]3[NH:24][CH:23]=[CH:22][C:18]=3[N:19]=[CH:20][N:21]=2)[CH2:12][CH2:11]1)=[O:25]. The catalyst class is: 135. (2) Reactant: C(OC(=O)[NH:7][C:8]1[CH:17]=[CH:16][CH:15]=[C:14]2[C:9]=1[CH2:10][CH2:11][N:12]([CH2:19][CH:20]1[CH2:22][CH2:21]1)[C:13]2=[O:18])(C)(C)C.[ClH:24]. Product: [ClH:24].[NH2:7][C:8]1[CH:17]=[CH:16][CH:15]=[C:14]2[C:9]=1[CH2:10][CH2:11][N:12]([CH2:19][CH:20]1[CH2:21][CH2:22]1)[C:13]2=[O:18]. The catalyst class is: 5. (3) Reactant: [CH3:1][C:2]1[CH:7]=[CH:6][N:5]=[C:4]([NH:8][C:9](=[O:14])[C:10]([CH3:13])([CH3:12])[CH3:11])[CH:3]=1.[OH:15]O. Product: [CH3:1][C:2]1[CH:7]=[CH:6][N+:5]([O-:15])=[C:4]([NH:8][C:9](=[O:14])[C:10]([CH3:11])([CH3:13])[CH3:12])[CH:3]=1. The catalyst class is: 52. (4) The catalyst class is: 7. Product: [CH2:3]([S:10][C:28]1[CH:27]=[C:26]2[C:31]([C:22]([NH:21][C:13]3[CH:14]=[C:15]([O:19][CH3:20])[C:16]([Cl:18])=[CH:17][C:12]=3[Cl:11])=[C:23]([C:35]#[N:36])[CH:24]=[N:25]2)=[CH:30][C:29]=1[O:32][CH3:33])[C:4]1[CH:9]=[CH:8][CH:7]=[CH:6][CH:5]=1. Reactant: [H-].[Na+].[CH2:3]([SH:10])[C:4]1[CH:9]=[CH:8][CH:7]=[CH:6][CH:5]=1.[Cl:11][C:12]1[CH:17]=[C:16]([Cl:18])[C:15]([O:19][CH3:20])=[CH:14][C:13]=1[NH:21][C:22]1[C:31]2[C:26](=[CH:27][C:28](F)=[C:29]([O:32][CH3:33])[CH:30]=2)[N:25]=[CH:24][C:23]=1[C:35]#[N:36].CS(C)=O. (5) Reactant: Cl.O1CCOC[CH2:3]1.[C:8]([C:10]1[CH:18]=[CH:17][C:13]([C:14]([OH:16])=[O:15])=[C:12]([F:19])[CH:11]=1)#[N:9]. Product: [CH3:3][O:15][C:14](=[O:16])[C:13]1[CH:17]=[CH:18][C:10]([C:8]#[N:9])=[CH:11][C:12]=1[F:19]. The catalyst class is: 5. (6) Reactant: [N-]=[C:2]=[O:3].CC(OI1(OC(C)=O)(OC(C)=O)O[C:15](=O)[C:14]2[CH:13]=[CH:12][CH:11]=[CH:10][C:9]1=2)=O.S([O-])([O-])(=O)=S.[Na+].[Na+].C([O-])(O)=O.[Na+]. Product: [C:15]1([C:14]2([CH:2]=[O:3])[CH2:9][CH2:10][CH2:11][CH2:12][CH2:13]2)[CH:11]=[CH:10][CH:9]=[CH:14][CH:13]=1. The catalyst class is: 91.